Dataset: Catalyst prediction with 721,799 reactions and 888 catalyst types from USPTO. Task: Predict which catalyst facilitates the given reaction. (1) Product: [F:21][C:2]1([F:22])[C:3](=[O:4])[NH:5][CH2:6][C:7]2([CH2:12][CH2:11][N:10]([C:13]([O:15][C:16]([CH3:19])([CH3:18])[CH3:17])=[O:14])[CH2:9][CH2:8]2)[O:20]1. The catalyst class is: 1. Reactant: Br[C:2]([F:22])([F:21])[C:3]([NH:5][CH2:6][C:7]1([OH:20])[CH2:12][CH2:11][N:10]([C:13]([O:15][C:16]([CH3:19])([CH3:18])[CH3:17])=[O:14])[CH2:9][CH2:8]1)=[O:4].CC(C)([O-])C.[K+]. (2) Reactant: [CH2:1]([N:13]1[C:21]2[CH:20]=[CH:19][CH:18]=[CH:17][C:16]=2[C:15]2[N:22]=[C:23]([S:33][CH2:34][C:35](O)=[O:36])[N:24]([C:27]3[CH:32]=[CH:31][CH:30]=[CH:29][CH:28]=3)[C:25](=[O:26])[C:14]1=2)[CH2:2][CH2:3][CH2:4][CH2:5][CH2:6][CH2:7][CH2:8][CH2:9][CH2:10][CH2:11][CH3:12].CN(C(ON1N=NC2C=CC=NC1=2)=[N+](C)C)C.F[P-](F)(F)(F)(F)F.C(N(CC)CC)C.[CH:69]1([NH2:75])[CH2:74][CH2:73][CH2:72][CH2:71][CH2:70]1. Product: [CH:69]1([NH:75][C:35](=[O:36])[CH2:34][S:33][C:23]2[N:24]([C:27]3[CH:28]=[CH:29][CH:30]=[CH:31][CH:32]=3)[C:25](=[O:26])[C:14]3[N:13]([CH2:1][CH2:2][CH2:3][CH2:4][CH2:5][CH2:6][CH2:7][CH2:8][CH2:9][CH2:10][CH2:11][CH3:12])[C:21]4[CH:20]=[CH:19][CH:18]=[CH:17][C:16]=4[C:15]=3[N:22]=2)[CH2:74][CH2:73][CH2:72][CH2:71][CH2:70]1. The catalyst class is: 3. (3) Reactant: [C:1]1([NH:7][C:8]2[CH:17]=[CH:16][C:11]([C:12]([O:14]C)=[O:13])=[CH:10][CH:9]=2)[CH:6]=[CH:5][CH:4]=[CH:3][CH:2]=1.[OH-].[Na+]. Product: [C:1]1([NH:7][C:8]2[CH:17]=[CH:16][C:11]([C:12]([OH:14])=[O:13])=[CH:10][CH:9]=2)[CH:2]=[CH:3][CH:4]=[CH:5][CH:6]=1. The catalyst class is: 127. (4) The catalyst class is: 9. Reactant: [CH3:1][O:2][C:3]1[CH:4]=[C:5]([OH:9])[CH:6]=[CH:7][CH:8]=1.[I:10]N1C(=O)CCC1=O.C(OCC)(=O)C.C(OCC)C. Product: [OH:9][C:5]1[CH:6]=[CH:7][C:8]([I:10])=[C:3]([O:2][CH3:1])[CH:4]=1. (5) Reactant: C([O:5][C:6](=[O:22])[CH2:7][N:8]1[C:16]2[C:11](=[CH:12][CH:13]=[CH:14][CH:15]=2)[CH:10]=[C:9]1[C:17]([O:19][CH2:20][CH3:21])=[O:18])(C)(C)C. Product: [CH2:20]([O:19][C:17]([C:9]1[N:8]([CH2:7][C:6]([OH:22])=[O:5])[C:16]2[C:11]([CH:10]=1)=[CH:12][CH:13]=[CH:14][CH:15]=2)=[O:18])[CH3:21]. The catalyst class is: 106.